Dataset: Forward reaction prediction with 1.9M reactions from USPTO patents (1976-2016). Task: Predict the product of the given reaction. (1) Given the reactants [H-].[Na+].[C:3]([O:9][CH2:10][CH3:11])(=[O:8])[CH2:4][C:5]([CH3:7])=[O:6].F[C:13]1[C:18]([F:19])=[C:17]([F:20])[CH:16]=[CH:15][C:14]=1[N+:21]([O-:23])=[O:22].Cl, predict the reaction product. The product is: [CH2:10]([O:9][C:3](=[O:8])[CH:4]([C:13]1[C:14]([N+:21]([O-:23])=[O:22])=[CH:15][CH:16]=[C:17]([F:20])[C:18]=1[F:19])[C:5](=[O:6])[CH3:7])[CH3:11]. (2) Given the reactants CC[N:3]([CH:7]([CH3:9])C)[CH:4]([CH3:6])C.[NH:10]([C:19]([O:21][C:22]([CH3:25])([CH3:24])[CH3:23])=[O:20])[C@@H:11]([C:16]([OH:18])=O)[CH2:12][CH:13]([CH3:15])[CH3:14].[CH:26]1C=CC2N(O)[N:33]=[N:32][C:30]=2[CH:31]=1.CN(C([O:43]N1N=NC2C=CC=CC1=2)=[N+](C)C)C.F[P-](F)(F)(F)(F)F, predict the reaction product. The product is: [C:22]([O:21][C:19]([NH:10][C@@H:11]([CH2:12][CH:13]([CH3:14])[CH3:15])[C:16]([NH:33][NH:32][C:30](=[O:43])[CH2:31][CH:26]1[CH2:6][CH2:4][NH:3][CH2:7][CH2:9]1)=[O:18])=[O:20])([CH3:25])([CH3:24])[CH3:23]. (3) The product is: [O:14]1[CH2:19][CH2:18][C:17](=[N:9][NH:8][C:6](=[O:7])[C:5]2[CH:10]=[CH:11][CH:12]=[C:3]([O:2][CH3:1])[C:4]=2[CH3:13])[CH2:16][CH2:15]1. Given the reactants [CH3:1][O:2][C:3]1[C:4]([CH3:13])=[C:5]([CH:10]=[CH:11][CH:12]=1)[C:6]([NH:8][NH2:9])=[O:7].[O:14]1[CH2:19][CH2:18][C:17](=O)[CH2:16][CH2:15]1, predict the reaction product. (4) Given the reactants [NH2:1][C:2]1[CH:14]=[C:13]([C:15]2[CH:20]=[CH:19][CH:18]=[C:17]([Cl:21])[CH:16]=2)[CH:12]=[CH:11][C:3]=1[C:4]([O:6][C:7]([CH3:10])([CH3:9])[CH3:8])=[O:5].C(=O)([O-])[O-].[Cs+].[Cs+].Br[C:29]1[CH:30]=[CH:31][C:32]2[S:36][CH:35]=[CH:34][C:33]=2[CH:37]=1.C1(P(C2CCCCC2)C2C=CC=CC=2C2C(C(C)C)=CC(C(C)C)=CC=2C(C)C)CCCCC1.C(O)(=O)CC(CC(O)=O)(C(O)=O)O, predict the reaction product. The product is: [S:36]1[C:32]2[CH:31]=[CH:30][C:29]([NH:1][C:2]3[CH:14]=[C:13]([C:15]4[CH:20]=[CH:19][CH:18]=[C:17]([Cl:21])[CH:16]=4)[CH:12]=[CH:11][C:3]=3[C:4]([O:6][C:7]([CH3:9])([CH3:10])[CH3:8])=[O:5])=[CH:37][C:33]=2[CH:34]=[CH:35]1. (5) Given the reactants Br[C:2]1[CH:16]=[CH:15][C:5]([CH2:6][NH:7][C:8](=[O:14])[O:9][C:10]([CH3:13])([CH3:12])[CH3:11])=[CH:4][CH:3]=1.CC1(C)C2C(=C(P(C3C=CC=CC=3)C3C=CC=CC=3)C=CC=2)OC2C(P(C3C=CC=CC=3)C3C=CC=CC=3)=CC=CC1=2.[SH:59][CH2:60][CH2:61][C:62]([O:64][CH3:65])=[O:63].[Br-], predict the reaction product. The product is: [C:10]([O:9][C:8]([NH:7][CH2:6][C:5]1[CH:15]=[CH:16][C:2]([S:59][CH2:60][CH2:61][C:62]([O:64][CH3:65])=[O:63])=[CH:3][CH:4]=1)=[O:14])([CH3:13])([CH3:12])[CH3:11].